Dataset: Reaction yield outcomes from USPTO patents with 853,638 reactions. Task: Predict the reaction yield, written as a fraction of the theoretical maximum amount of product (1.0 means a 100% yield; for example, 0.34 means a 34% yield). The reactants are Br[C:2]1[CH:7]=[CH:6][C:5]([C@@H:8]([N:10]2[CH2:15][CH2:14][C:13]([CH2:19][CH2:20][CH2:21][OH:22])([CH:16]([CH3:18])[CH3:17])[O:12][C:11]2=[O:23])[CH3:9])=[CH:4][CH:3]=1.[CH3:24][C:25]1([CH3:41])[C:29]([CH3:31])([CH3:30])[O:28][B:27]([B:27]2[O:28][C:29]([CH3:31])([CH3:30])[C:25]([CH3:41])([CH3:24])[O:26]2)[O:26]1.C([O-])(=O)C.[K+].CCOC(C)=O. The catalyst is CS(C)=O.C1C=CC(P(C2C=CC=CC=2)[C-]2C=CC=C2)=CC=1.C1C=CC(P(C2C=CC=CC=2)[C-]2C=CC=C2)=CC=1.Cl[Pd]Cl.[Fe+2].O. The product is [OH:22][CH2:21][CH2:20][CH2:19][C:13]1([CH:16]([CH3:18])[CH3:17])[O:12][C:11](=[O:23])[N:10]([C@H:8]([C:5]2[CH:6]=[CH:7][C:2]([B:27]3[O:28][C:29]([CH3:31])([CH3:30])[C:25]([CH3:41])([CH3:24])[O:26]3)=[CH:3][CH:4]=2)[CH3:9])[CH2:15][CH2:14]1. The yield is 0.350.